Dataset: Forward reaction prediction with 1.9M reactions from USPTO patents (1976-2016). Task: Predict the product of the given reaction. Given the reactants Br[C:2]1[C:10]2[N:9]3[CH2:11][CH2:12][CH2:13][NH:14][C:15](=[O:16])[C:8]3=[CH:7][C:6]=2[C:5]([F:17])=[C:4]([F:18])[CH:3]=1.[CH3:19][O:20][C:21]1[CH:26]=[CH:25][C:24](B(O)O)=[CH:23][CH:22]=1, predict the reaction product. The product is: [F:18][C:4]1[CH:3]=[C:2]([C:24]2[CH:25]=[CH:26][C:21]([O:20][CH3:19])=[CH:22][CH:23]=2)[C:10]2[N:9]3[CH2:11][CH2:12][CH2:13][NH:14][C:15](=[O:16])[C:8]3=[CH:7][C:6]=2[C:5]=1[F:17].